Task: Predict which catalyst facilitates the given reaction.. Dataset: Catalyst prediction with 721,799 reactions and 888 catalyst types from USPTO (1) Reactant: [Br:1][C:2]1[CH:3]=[N:4][CH:5]=[CH:6][C:7]=1Cl.[F:9][C:10]([F:14])([F:13])[CH2:11][OH:12].CC(C)([O-])C.[K+]. Product: [Br:1][C:2]1[CH:3]=[N:4][CH:5]=[CH:6][C:7]=1[O:12][CH2:11][C:10]([F:14])([F:13])[F:9]. The catalyst class is: 3. (2) Reactant: [OH:1][CH2:2][CH:3]1[CH2:12][N:7]2[CH2:8][CH2:9][NH:10][CH2:11][CH:6]2[CH2:5][CH2:4]1.F[C:14]1[CH:21]=[CH:20][C:19]([F:22])=[CH:18][C:15]=1[C:16]#[N:17].Cl. Product: [OH:1][CH2:2][CH:3]1[CH2:12][N:7]2[CH2:8][CH2:9][N:10]([C:14]3[CH:21]=[CH:20][C:19]([F:22])=[CH:18][C:15]=3[C:16]#[N:17])[CH2:11][CH:6]2[CH2:5][CH2:4]1. The catalyst class is: 16.